This data is from Full USPTO retrosynthesis dataset with 1.9M reactions from patents (1976-2016). The task is: Predict the reactants needed to synthesize the given product. (1) Given the product [C:26]([C:23]1[C:24]([Cl:25])=[C:20]([C:18]2[NH:14][C:13]3[C:8]([N:5]4[CH2:4][CH2:3][N:2]([CH3:1])[CH2:7][CH2:6]4)=[N:9][C:10]([C:31]4[CH:36]=[CH:35][CH:34]=[CH:33][C:32]=4[C:37]([F:39])([F:40])[F:38])=[CH:11][C:12]=3[N:17]=2)[N:21]([CH3:30])[N:22]=1)([CH3:28])([CH3:27])[CH3:29], predict the reactants needed to synthesize it. The reactants are: [CH3:1][N:2]1[CH2:7][CH2:6][N:5]([C:8]2[C:13]([N+:14]([O-])=O)=[C:12]([NH:17][C:18]([C:20]3[N:21]([CH3:30])[N:22]=[C:23]([C:26]([CH3:29])([CH3:28])[CH3:27])[C:24]=3[Cl:25])=O)[CH:11]=[C:10]([C:31]3[CH:36]=[CH:35][CH:34]=[CH:33][C:32]=3[C:37]([F:40])([F:39])[F:38])[N:9]=2)[CH2:4][CH2:3]1. (2) Given the product [CH3:47][N:46]([CH3:48])[CH2:45][CH2:44][N:1]1[CH:5]=[C:4]([C:6]2[C:14]3[C:13]([NH:15][C@H:16]([C:18]4[N:23]([C:24]5[CH:25]=[CH:26][CH:27]=[CH:28][CH:29]=5)[C:22](=[O:30])[C:21]5=[C:31]([CH3:34])[CH:32]=[CH:33][N:20]5[N:19]=4)[CH3:17])=[N:12][CH:11]=[N:10][C:9]=3[N:8]([CH2:35][O:36][CH2:37][CH2:38][Si:39]([CH3:40])([CH3:42])[CH3:41])[CH:7]=2)[CH:3]=[N:2]1, predict the reactants needed to synthesize it. The reactants are: [NH:1]1[CH:5]=[C:4]([C:6]2[C:14]3[C:13]([NH:15][C@H:16]([C:18]4[N:23]([C:24]5[CH:29]=[CH:28][CH:27]=[CH:26][CH:25]=5)[C:22](=[O:30])[C:21]5=[C:31]([CH3:34])[CH:32]=[CH:33][N:20]5[N:19]=4)[CH3:17])=[N:12][CH:11]=[N:10][C:9]=3[N:8]([CH2:35][O:36][CH2:37][CH2:38][Si:39]([CH3:42])([CH3:41])[CH3:40])[CH:7]=2)[CH:3]=[N:2]1.Cl[CH2:44][CH2:45][N:46]([CH3:48])[CH3:47].C(=O)([O-])[O-].[Cs+].[Cs+]. (3) The reactants are: Cl[C:2]1[CH:3]=[CH:4][C:5]2[N:6]([C:8]([CH2:11][C:12]3[CH:13]=[C:14]4[C:19](=[CH:20][C:21]=3[F:22])[N:18]=[CH:17][CH:16]=[CH:15]4)=[CH:9][N:10]=2)[N:7]=1.[C:23]([O:27][C:28]([N:30]1[CH2:33][CH:32]([N:34]2[CH:38]=[C:37](B3OC(C)(C)C(C)(C)O3)[CH:36]=[N:35]2)[CH2:31]1)=[O:29])([CH3:26])([CH3:25])[CH3:24].COCCOC.C([O-])([O-])=O.[K+].[K+]. Given the product [C:23]([O:27][C:28]([N:30]1[CH2:33][CH:32]([N:34]2[CH:38]=[C:37]([C:2]3[CH:3]=[CH:4][C:5]4[N:6]([C:8]([CH2:11][C:12]5[CH:13]=[C:14]6[C:19](=[CH:20][C:21]=5[F:22])[N:18]=[CH:17][CH:16]=[CH:15]6)=[CH:9][N:10]=4)[N:7]=3)[CH:36]=[N:35]2)[CH2:31]1)=[O:29])([CH3:26])([CH3:24])[CH3:25], predict the reactants needed to synthesize it. (4) Given the product [CH2:1]([O:3][C:4]1[CH:9]=[C:8]([O:10][C:20]2[CH:25]=[CH:24][C:23]([C:26]([F:29])([F:28])[F:27])=[CH:22][N:21]=2)[CH:7]=[CH:6][C:5]=1[CH2:11][CH2:12][C:13]([O:15][CH3:16])=[O:14])[CH3:2], predict the reactants needed to synthesize it. The reactants are: [CH2:1]([O:3][C:4]1[CH:9]=[C:8]([OH:10])[CH:7]=[CH:6][C:5]=1[CH2:11][CH2:12][C:13]([O:15][CH3:16])=[O:14])[CH3:2].[H-].[Na+].Cl[C:20]1[CH:25]=[CH:24][C:23]([C:26]([F:29])([F:28])[F:27])=[CH:22][N:21]=1.O. (5) Given the product [OH:1][C:2]1[C:7]([CH3:8])=[N:6][N:5]([CH2:9][C:10]2[CH:15]=[CH:14][CH:13]=[CH:12][C:11]=2[N+:16]([O-:18])=[O:17])[C:4](=[O:19])[C:3]=1[C:20]([NH:27][CH2:44][C:42]([OH:41])=[O:43])=[O:22], predict the reactants needed to synthesize it. The reactants are: [OH:1][C:2]1[C:7]([CH3:8])=[N:6][N:5]([CH2:9][C:10]2[CH:15]=[CH:14][CH:13]=[CH:12][C:11]=2[N+:16]([O-:18])=[O:17])[C:4](=[O:19])[C:3]=1[C:20]([O:22]CC)=O.[H-].[Na+].[N+:27](C1C=CC=CC=1CBr)([O-])=O.Cl.CC[O:41][C:42]([CH3:44])=[O:43]. (6) Given the product [CH3:9][C@@H:8]1[CH2:7][CH2:6][CH2:5][N:4]([C:10](=[O:11])[C:12]2[CH:17]=[C:16]([CH3:18])[CH:15]=[CH:14][C:13]=2[N:19]2[CH:23]=[CH:22][CH:21]=[N:20]2)[C@@H:3]1[CH2:2][NH:1][C:25]1[N:30]=[N:29][C:28]([C:31]#[N:32])=[CH:27][CH:26]=1, predict the reactants needed to synthesize it. The reactants are: [NH2:1][CH2:2][C@@H:3]1[C@H:8]([CH3:9])[CH2:7][CH2:6][CH2:5][N:4]1[C:10]([C:12]1[CH:17]=[C:16]([CH3:18])[CH:15]=[CH:14][C:13]=1[N:19]1[CH:23]=[CH:22][CH:21]=[N:20]1)=[O:11].Cl[C:25]1[N:30]=[N:29][C:28]([C:31]#[N:32])=[CH:27][CH:26]=1. (7) The reactants are: [OH:1][C:2]1[CH:7]=[CH:6][C:5]([C:8]2[CH:9]=[C:10]3[C:15](=[CH:16][CH:17]=2)[N:14]=[C:13]([C:18]([O:20][CH3:21])=[O:19])[CH:12]=[CH:11]3)=[CH:4][CH:3]=1.[Cl:22][C:23]1[CH:24]=[N:25][CH:26]=[C:27]([Cl:39])[C:28]=1[C:29]1[C:33]([CH2:34]O)=[C:32]([CH:36]([CH3:38])[CH3:37])[O:31][N:30]=1.C1(P(C2C=CC=CC=2)C2C=CC=CC=2)C=CC=CC=1.N(C(OC(C)C)=O)=NC(OC(C)C)=O. Given the product [Cl:39][C:27]1[CH:26]=[N:25][CH:24]=[C:23]([Cl:22])[C:28]=1[C:29]1[C:33]([CH2:34][O:1][C:2]2[CH:7]=[CH:6][C:5]([C:8]3[CH:9]=[C:10]4[C:15](=[CH:16][CH:17]=3)[N:14]=[C:13]([C:18]([O:20][CH3:21])=[O:19])[CH:12]=[CH:11]4)=[CH:4][CH:3]=2)=[C:32]([CH:36]([CH3:37])[CH3:38])[O:31][N:30]=1, predict the reactants needed to synthesize it. (8) Given the product [C:14]([O:13][C:11]([N:8]1[C:6]2[N:7]=[C:2]([Cl:1])[N:3]=[C:4]([CH2:19][CH3:20])[C:5]=2[CH:10]=[CH:9]1)=[O:12])([CH3:17])([CH3:16])[CH3:15], predict the reactants needed to synthesize it. The reactants are: [Cl:1][C:2]1[N:3]=[C:4](Cl)[C:5]2[CH:10]=[CH:9][N:8]([C:11]([O:13][C:14]([CH3:17])([CH3:16])[CH3:15])=[O:12])[C:6]=2[N:7]=1.[CH2:19]([Zn]CC)[CH3:20].CCCCCC. (9) Given the product [Br:1][CH2:2][C:3](=[CH2:32])[C:4]([NH:6][CH:18]([CH2:28][CH:29]([CH3:31])[CH3:30])[C:19]([NH:21][CH2:22][C:23]([O:25][CH2:26][CH3:27])=[O:24])=[O:20])=[O:5], predict the reactants needed to synthesize it. The reactants are: [Br:1][CH2:2][C:3](=[CH2:32])[C:4]([N:6]([CH:18]([CH2:28][CH:29]([CH3:31])[CH3:30])[C:19]([NH:21][CH2:22][C:23]([O:25][CH2:26][CH3:27])=[O:24])=[O:20])CC1C=CC(OC)=CC=1OC)=[O:5].FC(F)(F)C(O)=O.C(=O)([O-])[O-].[Na+].[Na+].